This data is from Reaction yield outcomes from USPTO patents with 853,638 reactions. The task is: Predict the reaction yield, written as a fraction of the theoretical maximum amount of product (1.0 means a 100% yield; for example, 0.34 means a 34% yield). (1) The reactants are [Si:1]([O:8][CH2:9][C@:10]1([CH3:30])[S:16][CH2:15][CH2:14][N:13]2[C:17]([C:20]3([C:23]4[CH:28]=[CH:27][C:26](Cl)=[CH:25][CH:24]=4)[CH2:22][CH2:21]3)=[N:18][N:19]=[C:12]2[CH2:11]1)([C:4]([CH3:7])([CH3:6])[CH3:5])([CH3:3])[CH3:2].[N:31]1[CH:36]=[CH:35][CH:34]=[C:33](B(O)O)[CH:32]=1.C1(P(C2CCCCC2)C2CCCCC2)CCCCC1.P([O-])([O-])([O-])=O.[K+].[K+].[K+]. The catalyst is O1CCOCC1.O.C(Cl)Cl.C1C=CC(/C=C/C(/C=C/C2C=CC=CC=2)=O)=CC=1.C1C=CC(/C=C/C(/C=C/C2C=CC=CC=2)=O)=CC=1.C1C=CC(/C=C/C(/C=C/C2C=CC=CC=2)=O)=CC=1.[Pd].[Pd]. The product is [Si:1]([O:8][CH2:9][C@:10]1([CH3:30])[S:16][CH2:15][CH2:14][N:13]2[C:17]([C:20]3([C:23]4[CH:28]=[CH:27][C:26]([C:33]5[CH:32]=[N:31][CH:36]=[CH:35][CH:34]=5)=[CH:25][CH:24]=4)[CH2:22][CH2:21]3)=[N:18][N:19]=[C:12]2[CH2:11]1)([C:4]([CH3:7])([CH3:6])[CH3:5])([CH3:3])[CH3:2]. The yield is 0.910. (2) The reactants are [F:1][CH2:2][CH:3]1[CH2:8][CH2:7][N:6]([C:9](Cl)=[O:10])[CH2:5][CH2:4]1.Cl.[O:13]1[C:19]2[CH:20]=[CH:21][C:22]([C:24]3[CH:25]=[C:26]4[NH:32][C:31]([NH:33][C:34](=[O:37])[O:35][CH3:36])=[N:30][C:27]4=[N:28][CH:29]=3)=[CH:23][C:18]=2[CH2:17][NH:16][CH2:15][CH2:14]1.C(N(C(C)C)CC)(C)C. The catalyst is ClCCl.CN(C)C=O. The product is [F:1][CH2:2][CH:3]1[CH2:8][CH2:7][N:6]([C:9]([N:16]2[CH2:17][C:18]3[CH:23]=[C:22]([C:24]4[CH:25]=[C:26]5[NH:32][C:31]([NH:33][C:34](=[O:37])[O:35][CH3:36])=[N:30][C:27]5=[N:28][CH:29]=4)[CH:21]=[CH:20][C:19]=3[O:13][CH2:14][CH2:15]2)=[O:10])[CH2:5][CH2:4]1. The yield is 0.480.